Dataset: Peptide-MHC class I binding affinity with 185,985 pairs from IEDB/IMGT. Task: Regression. Given a peptide amino acid sequence and an MHC pseudo amino acid sequence, predict their binding affinity value. This is MHC class I binding data. (1) The peptide sequence is LVAEHRFENM. The MHC is HLA-A02:03 with pseudo-sequence HLA-A02:03. The binding affinity (normalized) is 0.433. (2) The peptide sequence is HAFDAPTLY. The MHC is HLA-A11:01 with pseudo-sequence HLA-A11:01. The binding affinity (normalized) is 0.518. (3) The peptide sequence is ALWEIQQVV. The MHC is HLA-A69:01 with pseudo-sequence HLA-A69:01. The binding affinity (normalized) is 0.509. (4) The peptide sequence is LEYFQFVKKLL. The MHC is HLA-B35:01 with pseudo-sequence HLA-B35:01. The binding affinity (normalized) is 0.0847. (5) The peptide sequence is IEAKINVAD. The MHC is HLA-A02:03 with pseudo-sequence HLA-A02:03. The binding affinity (normalized) is 0.0847.